From a dataset of Reaction yield outcomes from USPTO patents with 853,638 reactions. Predict the reaction yield, written as a fraction of the theoretical maximum amount of product (1.0 means a 100% yield; for example, 0.34 means a 34% yield). (1) The reactants are Cl[C:2]1[CH:7]=[CH:6][N:5]=[C:4]([NH:8][C:9]2[CH:14]=[CH:13][CH:12]=[C:11]([S:15]([CH3:18])(=[O:17])=[O:16])[CH:10]=2)[N:3]=1.[Cl:19][C:20]1[CH:28]=[CH:27][C:23]2[CH:24]=[CH:25][O:26][C:22]=2[C:21]=1[NH2:29].Cl. The catalyst is C(O)(C)C.C(OCC)C. The product is [Cl:19][C:20]1[CH:28]=[CH:27][C:23]2[CH:24]=[CH:25][O:26][C:22]=2[C:21]=1[NH:29][C:2]1[CH:7]=[CH:6][N:5]=[C:4]([NH:8][C:9]2[CH:14]=[CH:13][CH:12]=[C:11]([S:15]([CH3:18])(=[O:17])=[O:16])[CH:10]=2)[N:3]=1. The yield is 0.300. (2) The reactants are [C:1]([O:5][C:6]([N:8]1[CH2:14][CH2:13][CH2:12][N:11]([C:15]2[CH:20]=[CH:19][C:18]([N+:21]([O-:23])=[O:22])=[C:17]([C:24]([OH:26])=O)[CH:16]=2)[CH2:10][CH2:9]1)=[O:7])([CH3:4])([CH3:3])[CH3:2].Cl.[CH3:28][O:29][C:30](=[O:33])[CH2:31][NH2:32].ON1C2C=CC=CC=2N=N1.C(N(CC)CC)C.C(OC(N1CCCN(C2C=CC([N+]([O-])=O)=C(C(NCC(O)=O)=O)C=2)CC1)=O)(C)(C)C. The catalyst is C(Cl)Cl.Cl.COC(=O)CN. The product is [C:1]([O:5][C:6]([N:8]1[CH2:14][CH2:13][CH2:12][N:11]([C:15]2[CH:20]=[CH:19][C:18]([N+:21]([O-:23])=[O:22])=[C:17]([C:24]([NH:32][CH2:31][C:30]([O:29][CH3:28])=[O:33])=[O:26])[CH:16]=2)[CH2:10][CH2:9]1)=[O:7])([CH3:4])([CH3:3])[CH3:2]. The yield is 0.944. (3) The reactants are [CH2:1]([N:3]1[CH:7]=[CH:6][CH:5]=[N:4]1)[CH3:2].C([Li])CCC.[CH:13]12[O:19][CH:14]1[CH2:15][CH2:16][CH2:17][CH2:18]2. The catalyst is C1COCC1. The product is [CH2:1]([N:3]1[C:7]([C@H:13]2[CH2:18][CH2:17][CH2:16][CH2:15][C@@H:14]2[OH:19])=[CH:6][CH:5]=[N:4]1)[CH3:2]. The yield is 0.570. (4) The reactants are [I:1][C:2]1[CH:3]=[C:4]2[C:8](=[CH:9][CH:10]=1)[NH:7][C:6](=[O:11])[C:5]2=[N:12][NH:13][C:14]([C:16]1[CH:35]=[CH:34][C:19]([CH2:20][NH:21][C:22]([C:24]2[CH:33]=[CH:32][C:27]([C:28]([O:30]C)=[O:29])=[CH:26][CH:25]=2)=[O:23])=[CH:18][CH:17]=1)=[O:15].[OH-].[Na+]. The catalyst is C1COCC1.O. The product is [I:1][C:2]1[CH:3]=[C:4]2[C:8](=[CH:9][CH:10]=1)[NH:7][C:6](=[O:11])[C:5]2=[N:12][NH:13][C:14]([C:16]1[CH:35]=[CH:34][C:19]([CH2:20][NH:21][C:22]([C:24]2[CH:25]=[CH:26][C:27]([C:28]([OH:30])=[O:29])=[CH:32][CH:33]=2)=[O:23])=[CH:18][CH:17]=1)=[O:15]. The yield is 0.840. (5) The reactants are CN(C)C=O.Br[CH2:7][C:8]([N:10]1[CH2:15][CH2:14][C:13]2([C:23]3[C:18](=[CH:19][CH:20]=[CH:21][CH:22]=3)[NH:17][C:16]2=[O:24])[CH2:12][CH2:11]1)=[O:9].[C:25]1([CH3:32])[C:30]([OH:31])=[CH:29][CH:28]=[CH:27][CH:26]=1.C(=O)([O-])[O-].[K+].[K+]. The catalyst is O. The product is [CH3:32][C:25]1[CH:26]=[CH:27][CH:28]=[CH:29][C:30]=1[O:31][CH2:7][C:8]([N:10]1[CH2:15][CH2:14][C:13]2([C:23]3[C:18](=[CH:19][CH:20]=[CH:21][CH:22]=3)[NH:17][C:16]2=[O:24])[CH2:12][CH2:11]1)=[O:9]. The yield is 0.131. (6) The reactants are [H-].C([Al+]CC(C)C)C(C)C.C1(C)C=CC=CC=1.C(O[C:21]([C:23]1[C:32]2[CH2:31][C:30]([CH3:34])([CH3:33])[CH2:29][NH:28][C:27](=[O:35])[C:26]=2[S:25][C:24]=1[NH:36][C:37]1[CH:42]=[CH:41][C:40]([I:43])=[CH:39][C:38]=1[F:44])=O)C.[NH4+].[Cl-]. The product is [F:44][C:38]1[CH:39]=[C:40]([I:43])[CH:41]=[CH:42][C:37]=1[NH:36][C:24]1[S:25][C:26]2[C:27](=[O:35])[NH:28][CH2:29][C:30]([CH3:34])([CH3:33])[CH2:31][C:32]=2[C:23]=1[CH3:21]. The yield is 0.690. The catalyst is C(Cl)Cl. (7) The reactants are N[C:2]1[CH:7]=[CH:6][C:5]([CH:8]2[CH2:12][CH2:11][N:10]([C:13]([O:15][C:16]([CH3:19])([CH3:18])[CH3:17])=[O:14])[CH2:9]2)=[CH:4][CH:3]=1.C([N:22]([CH2:25][CH3:26])CC)C.[C:27]1(CC(Cl)=O)[CH:32]=[CH:31][CH:30]=[CH:29][CH:28]=1.C1C[O:40]CC1. No catalyst specified. The product is [C:16]([O:15][C:13]([N:10]1[CH2:11][CH2:12][CH:8]([C:5]2[CH:6]=[CH:7][C:2]([C:27]3[CH:32]=[CH:31][CH:30]=[CH:29][CH:28]=3)=[CH:3][C:4]=2[NH:22][C:25](=[O:40])[CH3:26])[CH2:9]1)=[O:14])([CH3:19])([CH3:18])[CH3:17]. The yield is 0.820.